From a dataset of Forward reaction prediction with 1.9M reactions from USPTO patents (1976-2016). Predict the product of the given reaction. (1) Given the reactants F[C:2]1[CH:7]=[CH:6][C:5]([N+:8]([O-:10])=[O:9])=[CH:4][CH:3]=1.[NH2:11][C:12]1[C:21]2[C:16](=[CH:17][CH:18]=[CH:19][CH:20]=2)[N:15]=[C:14]([CH3:22])[CH:13]=1.C([O-])([O-])=O.[K+].[K+].CN1CCCC1=O, predict the reaction product. The product is: [CH3:22][C:14]1[CH:13]=[C:12]([NH:11][C:2]2[CH:7]=[CH:6][C:5]([N+:8]([O-:10])=[O:9])=[CH:4][CH:3]=2)[C:21]2[C:16](=[CH:17][CH:18]=[CH:19][CH:20]=2)[N:15]=1. (2) Given the reactants [Si]([O:8][CH:9]1[CH2:13][CH2:12][N:11]([S:14]([NH:17][C:18]([C:20]2[N:21]=[C:22]([CH2:25][N:26]([C:36](=[O:48])[C:37]3[CH:42]=[C:41]([O:43][CH3:44])[C:40]([CH3:45])=[C:39]([O:46][CH3:47])[CH:38]=3)[CH2:27][CH2:28][CH2:29][C:30]3[CH:35]=[CH:34][CH:33]=[CH:32][CH:31]=3)[S:23][CH:24]=2)=[O:19])(=[O:16])=[O:15])[CH2:10]1)(C(C)(C)C)(C)C.CCCC[N+](CCCC)(CCCC)CCCC.[F-].C1COCC1, predict the reaction product. The product is: [CH3:44][O:43][C:41]1[CH:42]=[C:37]([CH:38]=[C:39]([O:46][CH3:47])[C:40]=1[CH3:45])[C:36]([N:26]([CH2:25][C:22]1[S:23][CH:24]=[C:20]([C:18]([NH:17][S:14]([N:11]2[CH2:12][CH2:13][CH:9]([OH:8])[CH2:10]2)(=[O:16])=[O:15])=[O:19])[N:21]=1)[CH2:27][CH2:28][CH2:29][C:30]1[CH:31]=[CH:32][CH:33]=[CH:34][CH:35]=1)=[O:48]. (3) Given the reactants Br[C:2]1[CH:7]=[CH:6][N:5]2[C:8](=[O:15])[N:9]([CH2:11][CH:12]([CH3:14])[CH3:13])[N:10]=[C:4]2[C:3]=1I.[F:17][C:18]([F:29])([F:28])[C:19]1[CH:24]=[CH:23][C:22](B(O)O)=[CH:21][CH:20]=1.C([O-])([O-])=O.[K+].[K+], predict the reaction product. The product is: [F:17][C:18]([F:29])([F:28])[C:19]1[CH:24]=[CH:23][C:22]([C:2]2[CH:7]=[CH:6][N:5]3[C:8](=[O:15])[N:9]([CH2:11][CH:12]([CH3:14])[CH3:13])[N:10]=[C:4]3[C:3]=2[C:22]2[CH:23]=[CH:24][C:19]([C:18]([F:29])([F:28])[F:17])=[CH:20][CH:21]=2)=[CH:21][CH:20]=1.